Predict the reaction yield, written as a fraction of the theoretical maximum amount of product (1.0 means a 100% yield; for example, 0.34 means a 34% yield). From a dataset of Reaction yield outcomes from USPTO patents with 853,638 reactions. (1) The reactants are [Si:1]([O:8][C@H:9]([CH3:34])[C@@H:10]([NH:23][C:24]1[CH:29]=[CH:28][C:27]([C:30]#[N:31])=[C:26]([Cl:32])[C:25]=1[CH3:33])[C:11]([NH:13][NH:14][C:15](=O)[C:16]1[CH:21]=[CH:20][CH:19]=[CH:18][CH:17]=1)=O)([C:4]([CH3:7])([CH3:6])[CH3:5])([CH3:3])[CH3:2].COC1C=CC(P2(SP(C3C=CC(OC)=CC=3)(=S)S2)=[S:44])=CC=1. The catalyst is C1COCC1. The product is [Si:1]([O:8][C@H:9]([CH3:34])[C@@H:10]([NH:23][C:24]1[CH:29]=[CH:28][C:27]([C:30]#[N:31])=[C:26]([Cl:32])[C:25]=1[CH3:33])[C:11]1[S:44][C:15]([C:16]2[CH:21]=[CH:20][CH:19]=[CH:18][CH:17]=2)=[N:14][N:13]=1)([C:4]([CH3:7])([CH3:6])[CH3:5])([CH3:3])[CH3:2]. The yield is 0.760. (2) The yield is 0.950. The reactants are [NH2:1][C:2]1[N:7]=[C:6]([NH:8][CH2:9][C:10]([NH:12][C:13]2[CH:18]=[CH:17][CH:16]=[C:15]([C:19]([F:22])([F:21])[F:20])[CH:14]=2)=[O:11])[C:5]([CH:23]=[O:24])=[C:4]([S:25][CH3:26])[N:3]=1.[BH4-].[Na+]. The product is [NH2:1][C:2]1[N:7]=[C:6]([NH:8][CH2:9][C:10]([NH:12][C:13]2[CH:18]=[CH:17][CH:16]=[C:15]([C:19]([F:22])([F:20])[F:21])[CH:14]=2)=[O:11])[C:5]([CH2:23][OH:24])=[C:4]([S:25][CH3:26])[N:3]=1. The catalyst is CCO.